Task: Regression. Given a peptide amino acid sequence and an MHC pseudo amino acid sequence, predict their binding affinity value. This is MHC class I binding data.. Dataset: Peptide-MHC class I binding affinity with 185,985 pairs from IEDB/IMGT (1) The peptide sequence is DLTAALRDV. The MHC is HLA-A02:02 with pseudo-sequence HLA-A02:02. The binding affinity (normalized) is 0.390. (2) The peptide sequence is GPILTLWEGN. The MHC is HLA-A32:01 with pseudo-sequence HLA-A32:01. The binding affinity (normalized) is 0.425. (3) The peptide sequence is ALYRRIQRR. The MHC is HLA-A11:01 with pseudo-sequence HLA-A11:01. The binding affinity (normalized) is 0.581. (4) The peptide sequence is LTKLFSYGT. The MHC is HLA-A02:01 with pseudo-sequence HLA-A02:01. The binding affinity (normalized) is 0.0302. (5) The binding affinity (normalized) is 0.0847. The MHC is HLA-B15:01 with pseudo-sequence HLA-B15:01. The peptide sequence is RSLVCLAPK. (6) The peptide sequence is AELTIGVNY. The MHC is HLA-A29:02 with pseudo-sequence HLA-A29:02. The binding affinity (normalized) is 0. (7) The peptide sequence is KEKGGLEGL. The MHC is HLA-A30:01 with pseudo-sequence HLA-A30:01. The binding affinity (normalized) is 0.